From a dataset of NCI-60 drug combinations with 297,098 pairs across 59 cell lines. Regression. Given two drug SMILES strings and cell line genomic features, predict the synergy score measuring deviation from expected non-interaction effect. (1) Drug 1: CC1OCC2C(O1)C(C(C(O2)OC3C4COC(=O)C4C(C5=CC6=C(C=C35)OCO6)C7=CC(=C(C(=C7)OC)O)OC)O)O. Drug 2: CC1CCC2CC(C(=CC=CC=CC(CC(C(=O)C(C(C(=CC(C(=O)CC(OC(=O)C3CCCCN3C(=O)C(=O)C1(O2)O)C(C)CC4CCC(C(C4)OC)OCCO)C)C)O)OC)C)C)C)OC. Cell line: SK-OV-3. Synergy scores: CSS=23.2, Synergy_ZIP=-4.97, Synergy_Bliss=-3.73, Synergy_Loewe=-4.47, Synergy_HSA=1.94. (2) Drug 1: C1=CC(=CC=C1CCC2=CNC3=C2C(=O)NC(=N3)N)C(=O)NC(CCC(=O)O)C(=O)O. Synergy scores: CSS=58.3, Synergy_ZIP=-3.78, Synergy_Bliss=-5.32, Synergy_Loewe=-2.36, Synergy_HSA=0.0534. Drug 2: CCC1=C2CN3C(=CC4=C(C3=O)COC(=O)C4(CC)O)C2=NC5=C1C=C(C=C5)O. Cell line: LOX IMVI. (3) Drug 1: C1=CC(=C2C(=C1NCCNCCO)C(=O)C3=C(C=CC(=C3C2=O)O)O)NCCNCCO. Drug 2: CC1C(C(=O)NC(C(=O)N2CCCC2C(=O)N(CC(=O)N(C(C(=O)O1)C(C)C)C)C)C(C)C)NC(=O)C3=C4C(=C(C=C3)C)OC5=C(C(=O)C(=C(C5=N4)C(=O)NC6C(OC(=O)C(N(C(=O)CN(C(=O)C7CCCN7C(=O)C(NC6=O)C(C)C)C)C)C(C)C)C)N)C. Cell line: SW-620. Synergy scores: CSS=46.2, Synergy_ZIP=7.85, Synergy_Bliss=8.71, Synergy_Loewe=6.78, Synergy_HSA=8.47. (4) Drug 1: CC12CCC3C(C1CCC2=O)CC(=C)C4=CC(=O)C=CC34C. Drug 2: CC(C1=C(C=CC(=C1Cl)F)Cl)OC2=C(N=CC(=C2)C3=CN(N=C3)C4CCNCC4)N. Cell line: MDA-MB-435. Synergy scores: CSS=47.7, Synergy_ZIP=-1.03, Synergy_Bliss=2.45, Synergy_Loewe=-11.5, Synergy_HSA=0.853.